Dataset: TCR-epitope binding with 47,182 pairs between 192 epitopes and 23,139 TCRs. Task: Binary Classification. Given a T-cell receptor sequence (or CDR3 region) and an epitope sequence, predict whether binding occurs between them. (1) The epitope is FTISVTTEIL. The TCR CDR3 sequence is CASSPYRGTEAFF. Result: 1 (the TCR binds to the epitope). (2) The epitope is NEGVKAAW. The TCR CDR3 sequence is CASSRQGGGGNQPQHF. Result: 0 (the TCR does not bind to the epitope). (3) The epitope is WICLLQFAY. The TCR CDR3 sequence is CASSKGRGVPILYEQYF. Result: 1 (the TCR binds to the epitope). (4) The epitope is PKYVKQNTLKLAT. The TCR CDR3 sequence is CASSRLEARELFF. Result: 1 (the TCR binds to the epitope). (5) The epitope is VLAWLYAAV. The TCR CDR3 sequence is CSVPDRAGGYTF. Result: 1 (the TCR binds to the epitope). (6) The epitope is TPRVTGGGAM. The TCR CDR3 sequence is CASSTQDLQGARSPLHF. Result: 1 (the TCR binds to the epitope). (7) The epitope is WICLLQFAY. The TCR CDR3 sequence is CASTSFGLLEQFF. Result: 1 (the TCR binds to the epitope). (8) Result: 1 (the TCR binds to the epitope). The epitope is PKYVKQNTLKLAT. The TCR CDR3 sequence is CASSPPGAGEGETQYF. (9) The epitope is NQKLIANQF. The TCR CDR3 sequence is CASSLAGGSWNTEAFF. Result: 1 (the TCR binds to the epitope).